From a dataset of TCR-epitope binding with 47,182 pairs between 192 epitopes and 23,139 TCRs. Binary Classification. Given a T-cell receptor sequence (or CDR3 region) and an epitope sequence, predict whether binding occurs between them. (1) The epitope is FLPRVFSAV. The TCR CDR3 sequence is CASSYNLIYGYTF. Result: 1 (the TCR binds to the epitope). (2) The epitope is DATYQRTRALVR. The TCR CDR3 sequence is CASSQPGPRNEQFF. Result: 0 (the TCR does not bind to the epitope).